From a dataset of NCI-60 drug combinations with 297,098 pairs across 59 cell lines. Regression. Given two drug SMILES strings and cell line genomic features, predict the synergy score measuring deviation from expected non-interaction effect. (1) Drug 1: COC1=C(C=C2C(=C1)N=CN=C2NC3=CC(=C(C=C3)F)Cl)OCCCN4CCOCC4. Drug 2: CC1=CC=C(C=C1)C2=CC(=NN2C3=CC=C(C=C3)S(=O)(=O)N)C(F)(F)F. Cell line: NCIH23. Synergy scores: CSS=7.14, Synergy_ZIP=-7.24, Synergy_Bliss=-7.60, Synergy_Loewe=-5.43, Synergy_HSA=-4.01. (2) Cell line: UACC-257. Synergy scores: CSS=9.81, Synergy_ZIP=-3.62, Synergy_Bliss=-4.55, Synergy_Loewe=-4.30, Synergy_HSA=-4.18. Drug 2: CC12CCC3C(C1CCC2OP(=O)(O)O)CCC4=C3C=CC(=C4)OC(=O)N(CCCl)CCCl.[Na+]. Drug 1: C1C(C(OC1N2C=C(C(=O)NC2=O)F)CO)O. (3) Drug 1: CC1C(C(CC(O1)OC2CC(CC3=C2C(=C4C(=C3O)C(=O)C5=C(C4=O)C(=CC=C5)OC)O)(C(=O)CO)O)N)O.Cl. Drug 2: COC1=C(C=C2C(=C1)N=CN=C2NC3=CC(=C(C=C3)F)Cl)OCCCN4CCOCC4. Cell line: K-562. Synergy scores: CSS=7.18, Synergy_ZIP=-4.75, Synergy_Bliss=-4.42, Synergy_Loewe=-15.9, Synergy_HSA=-6.70. (4) Drug 1: CCC(=C(C1=CC=CC=C1)C2=CC=C(C=C2)OCCN(C)C)C3=CC=CC=C3.C(C(=O)O)C(CC(=O)O)(C(=O)O)O. Drug 2: C1C(C(OC1N2C=NC(=NC2=O)N)CO)O. Cell line: UACC-257. Synergy scores: CSS=-2.86, Synergy_ZIP=2.22, Synergy_Bliss=1.73, Synergy_Loewe=-3.48, Synergy_HSA=-3.87.